The task is: Regression. Given a peptide amino acid sequence and an MHC pseudo amino acid sequence, predict their binding affinity value. This is MHC class I binding data.. This data is from Peptide-MHC class I binding affinity with 185,985 pairs from IEDB/IMGT. (1) The peptide sequence is GSSPILSITI. The MHC is HLA-B57:01 with pseudo-sequence HLA-B57:01. The binding affinity (normalized) is 0.562. (2) The peptide sequence is ASPVAQSYL. The MHC is HLA-A02:06 with pseudo-sequence HLA-A02:06. The binding affinity (normalized) is 0. (3) The peptide sequence is MLHNPTSETM. The MHC is HLA-A02:01 with pseudo-sequence HLA-A02:01. The binding affinity (normalized) is 0.574.